Dataset: Peptide-MHC class II binding affinity with 134,281 pairs from IEDB. Task: Regression. Given a peptide amino acid sequence and an MHC pseudo amino acid sequence, predict their binding affinity value. This is MHC class II binding data. The peptide sequence is FKSGRGCGSCFEIKC. The MHC is DRB1_0701 with pseudo-sequence DRB1_0701. The binding affinity (normalized) is 0.116.